Dataset: Full USPTO retrosynthesis dataset with 1.9M reactions from patents (1976-2016). Task: Predict the reactants needed to synthesize the given product. (1) The reactants are: [C:1]([N:9]1[C:17]2[C:12](=[CH:13][C:14]([O:19]C)=[C:15]([F:18])[CH:16]=2)[C:11]([CH2:21][C:22]([OH:24])=[O:23])=[C:10]1[CH3:25])(=[O:8])[C:2]1[CH:7]=[CH:6][CH:5]=[CH:4][CH:3]=1. Given the product [C:1]([N:9]1[C:17]2[C:12](=[CH:13][C:14]([OH:19])=[C:15]([F:18])[CH:16]=2)[C:11]([CH2:21][C:22]([OH:24])=[O:23])=[C:10]1[CH3:25])(=[O:8])[C:2]1[CH:7]=[CH:6][CH:5]=[CH:4][CH:3]=1, predict the reactants needed to synthesize it. (2) The reactants are: Br[C:2]1[CH:3]=[N:4][CH:5]=[C:6]([Br:9])[C:7]=1[CH3:8].C([Li])CCC.[C:15](=[O:17])=[O:16].O. Given the product [Br:9][C:6]1[CH:5]=[N:4][CH:3]=[C:2]([C:7]=1[CH3:8])[C:15]([OH:17])=[O:16], predict the reactants needed to synthesize it. (3) Given the product [F:24][C:19]1[CH:18]=[C:17]([C@@H:16]2[CH2:15][N:14]([CH2:25][CH2:26][O:27][CH3:28])[CH2:13][C@H:12]2[NH:11][C:9]([NH:8][C:5]2[N:4]([C:29]3[CH:34]=[CH:33][CH:32]=[CH:31][CH:30]=3)[N:3]=[C:2]([C:41]3[CH:40]=[N:39][N:38]([CH:35]([CH3:37])[CH3:36])[CH:42]=3)[C:6]=2[CH3:7])=[O:10])[CH:22]=[CH:21][C:20]=1[F:23], predict the reactants needed to synthesize it. The reactants are: Br[C:2]1[C:6]([CH3:7])=[C:5]([NH:8][C:9]([NH:11][C@H:12]2[C@H:16]([C:17]3[CH:22]=[CH:21][C:20]([F:23])=[C:19]([F:24])[CH:18]=3)[CH2:15][N:14]([CH2:25][CH2:26][O:27][CH3:28])[CH2:13]2)=[O:10])[N:4]([C:29]2[CH:34]=[CH:33][CH:32]=[CH:31][CH:30]=2)[N:3]=1.[CH:35]([N:38]1[CH:42]=[C:41](B2OC(C)(C)C(C)(C)O2)[CH:40]=[N:39]1)([CH3:37])[CH3:36].C1(P(C2CCCCC2)C2CCCCC2)CCCCC1.[O-]P([O-])([O-])=O.[K+].[K+].[K+]. (4) Given the product [CH3:1][N:2]([C:4]1[CH:9]=[CH:8][C:7]([C:10]([F:13])([F:11])[F:12])=[CH:6][N:5]=1)[N:3]=[CH:34][C:32]1[N:33]=[C:29]([CH:26]2[CH2:25][CH2:24][N:23]([C:21](=[O:22])[CH2:20][N:19]3[C:15]([CH3:14])=[CH:16][C:17]([C:36]([F:37])([F:39])[F:38])=[N:18]3)[CH2:28][CH2:27]2)[S:30][CH:31]=1, predict the reactants needed to synthesize it. The reactants are: [CH3:1][N:2]([C:4]1[CH:9]=[CH:8][C:7]([C:10]([F:13])([F:12])[F:11])=[CH:6][N:5]=1)[NH2:3].[CH3:14][C:15]1[N:19]([CH2:20][C:21]([N:23]2[CH2:28][CH2:27][CH:26]([C:29]3[S:30][CH:31]=[C:32]([CH:34]=O)[N:33]=3)[CH2:25][CH2:24]2)=[O:22])[N:18]=[C:17]([C:36]([F:39])([F:38])[F:37])[CH:16]=1.